This data is from Catalyst prediction with 721,799 reactions and 888 catalyst types from USPTO. The task is: Predict which catalyst facilitates the given reaction. Reactant: [OH:1][CH:2]1[CH2:7][CH2:6][CH2:5][CH2:4][CH:3]1[NH:8][C:9](=[O:18])[O:10][CH2:11][C:12]1[CH:17]=[CH:16][CH:15]=[CH:14][CH:13]=1.CC(C)=O.OS(O)(=O)=O.O=[Cr](=O)=O.C(=O)([O-])[O-].[Na+].[Na+].C(=O)(O)[O-].[Na+]. The catalyst class is: 95. Product: [O:1]=[C:2]1[CH2:7][CH2:6][CH2:5][CH2:4][CH:3]1[NH:8][C:9](=[O:18])[O:10][CH2:11][C:12]1[CH:13]=[CH:14][CH:15]=[CH:16][CH:17]=1.